From a dataset of Peptide-MHC class I binding affinity with 185,985 pairs from IEDB/IMGT. Regression. Given a peptide amino acid sequence and an MHC pseudo amino acid sequence, predict their binding affinity value. This is MHC class I binding data. (1) The peptide sequence is ISLEAGQRF. The MHC is HLA-B15:01 with pseudo-sequence HLA-B15:01. The binding affinity (normalized) is 0.455. (2) The peptide sequence is VMAPRTLVL. The MHC is BoLA-AW10 with pseudo-sequence BoLA-AW10. The binding affinity (normalized) is 0.0641. (3) The binding affinity (normalized) is 0.0718. The peptide sequence is STYLELDTI. The MHC is Patr-B2401 with pseudo-sequence Patr-B2401. (4) The MHC is HLA-A02:16 with pseudo-sequence HLA-A02:16. The peptide sequence is ETDLNQWMV. The binding affinity (normalized) is 0.586. (5) The peptide sequence is WFGHLASDW. The MHC is HLA-A26:01 with pseudo-sequence HLA-A26:01. The binding affinity (normalized) is 0.0847. (6) The peptide sequence is CFARSRSGA. The MHC is Patr-A0701 with pseudo-sequence Patr-A0701. The binding affinity (normalized) is 0.